From a dataset of Full USPTO retrosynthesis dataset with 1.9M reactions from patents (1976-2016). Predict the reactants needed to synthesize the given product. (1) The reactants are: [NH:1]1[C:5]([C:6]2[CH:33]=[C:9]3[N:10]=[CH:11][CH:12]=[C:13]([C:14]4[CH:15]=[C:16]([NH:20][C:21](=[O:32])[C:22]5[CH:27]=[CH:26][CH:25]=[C:24]([C:28]([F:31])([F:30])[F:29])[CH:23]=5)[CH:17]=[CH:18][CH:19]=4)[N:8]3[N:7]=2)=[CH:4][N:3]=[CH:2]1.[CH3:34]N1C(C(O)=O)=CN=C1. Given the product [CH3:34][N:1]1[C:5]([C:6]2[CH:33]=[C:9]3[N:10]=[CH:11][CH:12]=[C:13]([C:14]4[CH:15]=[C:16]([NH:20][C:21](=[O:32])[C:22]5[CH:27]=[CH:26][CH:25]=[C:24]([C:28]([F:31])([F:29])[F:30])[CH:23]=5)[CH:17]=[CH:18][CH:19]=4)[N:8]3[N:7]=2)=[CH:4][N:3]=[CH:2]1, predict the reactants needed to synthesize it. (2) Given the product [CH3:33][O:34][C:35]1[CH:42]=[CH:41][CH:40]=[CH:39][C:36]=1[CH2:37][NH:38][S:2]([C:5]1[CH:10]=[CH:9][C:8]([NH:11][C:12]([N:20]2[CH2:19][CH2:18][C:17]3[C:22](=[C:23]([N:26]4[CH2:27][CH2:28][N:29]([CH3:32])[CH2:30][CH2:31]4)[CH:24]=[CH:25][C:16]=3[O:15][CH3:14])[CH2:21]2)=[O:13])=[CH:7][CH:6]=1)(=[O:4])=[O:3], predict the reactants needed to synthesize it. The reactants are: Cl[S:2]([C:5]1[CH:10]=[CH:9][C:8]([N:11]=[C:12]=[O:13])=[CH:7][CH:6]=1)(=[O:4])=[O:3].[CH3:14][O:15][C:16]1[CH:25]=[CH:24][C:23]([N:26]2[CH2:31][CH2:30][N:29]([CH3:32])[CH2:28][CH2:27]2)=[C:22]2[C:17]=1[CH2:18][CH2:19][NH:20][CH2:21]2.[CH3:33][O:34][C:35]1[CH:42]=[CH:41][CH:40]=[CH:39][C:36]=1[CH2:37][NH2:38]. (3) Given the product [Si:15]([O:5][CH2:1][C@H:2]([OH:4])[CH3:3])([C:11]([CH3:14])([CH3:13])[CH3:12])([C:22]1[CH:23]=[CH:24][CH:25]=[CH:26][CH:27]=1)[C:16]1[CH:21]=[CH:20][CH:19]=[CH:18][CH:17]=1, predict the reactants needed to synthesize it. The reactants are: [CH2:1]([OH:5])[C@H:2]([OH:4])[CH3:3].N1C=CN=C1.[C:11]([Si:15](Cl)([C:22]1[CH:27]=[CH:26][CH:25]=[CH:24][CH:23]=1)[C:16]1[CH:21]=[CH:20][CH:19]=[CH:18][CH:17]=1)([CH3:14])([CH3:13])[CH3:12]. (4) Given the product [CH:7]([C:8]1[C:16]2[C:11](=[N:12][CH:13]=[CH:14][CH:15]=2)[N:10]([C:17]([O:19][C:20]([CH3:23])([CH3:22])[CH3:21])=[O:18])[N:9]=1)=[O:5], predict the reactants needed to synthesize it. The reactants are: C[N+]([O-:5])(C)C.Br[CH2:7][C:8]1[C:16]2[C:11](=[N:12][CH:13]=[CH:14][CH:15]=2)[N:10]([C:17]([O:19][C:20]([CH3:23])([CH3:22])[CH3:21])=[O:18])[N:9]=1. (5) The reactants are: [OH:1][CH:2]1[CH2:5][N:4]([C:6]([N:8]2[CH2:13][CH:12]([C:14]3[CH:19]=[CH:18][C:17]([O:20][C:21]([F:24])([F:23])[F:22])=[CH:16][CH:15]=3)[CH2:11][CH:10]([C:25]([OH:27])=O)[CH2:9]2)=[O:7])[CH2:3]1.O[N:29]=[C:30]([NH2:34])[CH:31]([CH3:33])[CH3:32]. Given the product [OH:1][CH:2]1[CH2:5][N:4]([C:6]([N:8]2[CH2:13][CH:12]([C:14]3[CH:15]=[CH:16][C:17]([O:20][C:21]([F:23])([F:24])[F:22])=[CH:18][CH:19]=3)[CH2:11][CH:10]([C:25]3[O:27][N:34]=[C:30]([CH:31]([CH3:33])[CH3:32])[N:29]=3)[CH2:9]2)=[O:7])[CH2:3]1, predict the reactants needed to synthesize it. (6) Given the product [C:20]([O:28][CH2:29][C:30]1[CH:35]=[C:34]([N:36]2[C:37]([C:38]([F:41])([F:40])[F:39])=[N:49][N:48]=[N:47]2)[CH:33]=[CH:32][C:31]=1[O:43][CH:44]1[CH2:46][CH2:45]1)(=[O:27])[C:21]1[CH:26]=[CH:25][CH:24]=[CH:23][CH:22]=1, predict the reactants needed to synthesize it. The reactants are: C1(P(C2C=CC=CC=2)C2C=CC=CC=2)C=CC=CC=1.[C:20]([O:28][CH2:29][C:30]1[CH:35]=[C:34]([NH:36][C:37](=O)[C:38]([F:41])([F:40])[F:39])[CH:33]=[CH:32][C:31]=1[O:43][CH:44]1[CH2:46][CH2:45]1)(=[O:27])[C:21]1[CH:26]=[CH:25][CH:24]=[CH:23][CH:22]=1.[N-:47]=[N+:48]=[N-:49].[Na+].O.